Dataset: Catalyst prediction with 721,799 reactions and 888 catalyst types from USPTO. Task: Predict which catalyst facilitates the given reaction. (1) Reactant: C(O)(=O)C.O.[Cl:6][C:7]1[CH:8]=[C:9]([C:14]2([C:30]([F:33])([F:32])[F:31])[O:18][N:17]=[C:16]([C:19]3[CH:20]=[CH:21][C:22]([CH2:28][CH3:29])=[C:23]([N+:25]([O-])=O)[CH:24]=3)[CH2:15]2)[CH:10]=[C:11]([Cl:13])[CH:12]=1. Product: [Cl:6][C:7]1[CH:8]=[C:9]([C:14]2([C:30]([F:32])([F:31])[F:33])[O:18][N:17]=[C:16]([C:19]3[CH:20]=[CH:21][C:22]([CH2:28][CH3:29])=[C:23]([CH:24]=3)[NH2:25])[CH2:15]2)[CH:10]=[C:11]([Cl:13])[CH:12]=1. The catalyst class is: 679. (2) Reactant: [Br:1][C:2]1[CH:12]=[C:11]2[C:5]([CH:6]3[CH2:20][CH:8]([N:9]=[C:10]2[NH:13][CH2:14][CH:15](OC)OC)[CH2:7]3)=[CH:4][CH:3]=1.Cl. Product: [Br:1][C:2]1[CH:12]=[C:11]2[C:5](=[CH:4][CH:3]=1)[CH:6]1[CH2:20][CH:8]([CH2:7]1)[N:9]1[C:10]2=[N:13][CH:14]=[CH:15]1. The catalyst class is: 7. (3) Reactant: [C:1]1(=[O:8])[O:7][CH2:6][CH2:5][CH2:4][CH2:3][CH2:2]1.[C:9]([OH:13])(=[O:12])[CH2:10][OH:11].N[C@H:15]([C:17](O)=[O:18])C. Product: [C:1]1(=[O:8])[O:7][CH2:6][CH2:5][CH2:4][CH2:3][CH2:2]1.[CH2:10]1[O:11][C:17](=[O:18])[CH2:15][O:13][C:9]1=[O:12]. The catalyst class is: 12. (4) Reactant: [I-:1].C([N:9]1[CH2:15][CH2:14][CH2:13][N:12]([C:16]2[CH:17]=[C:18]([CH2:36][CH3:37])[C:19]3[C:28]([CH:29]=2)=[S+:27][C:26]2[C:21](=[C:22]([CH3:35])[CH:23]=[C:24]([N:30]4[CH2:34][CH2:33][CH2:32][CH2:31]4)[CH:25]=2)[N:20]=3)[CH2:11][CH2:10]1)(OC(C)(C)C)=O. Product: [I-:1].[N:12]1([C:16]2[CH:17]=[C:18]([CH2:36][CH3:37])[C:19]3[C:28]([CH:29]=2)=[S+:27][C:26]2[C:21](=[C:22]([CH3:35])[CH:23]=[C:24]([N:30]4[CH2:34][CH2:33][CH2:32][CH2:31]4)[CH:25]=2)[N:20]=3)[CH2:13][CH2:14][CH2:15][NH:9][CH2:10][CH2:11]1. The catalyst class is: 281. (5) Reactant: [Cl:1][C:2]1[CH:3]=[C:4]([NH:9][C:10]2[C:19]3[C:14](=[CH:15][C:16]([O:23][CH2:24][CH2:25][O:26][CH3:27])=[C:17]([N+:20]([O-])=O)[CH:18]=3)[N:13]=[CH:12][N:11]=2)[CH:5]=[CH:6][C:7]=1[F:8]. Product: [Cl:1][C:2]1[CH:3]=[C:4]([NH:9][C:10]2[C:19]3[C:14](=[CH:15][C:16]([O:23][CH2:24][CH2:25][O:26][CH3:27])=[C:17]([NH2:20])[CH:18]=3)[N:13]=[CH:12][N:11]=2)[CH:5]=[CH:6][C:7]=1[F:8]. The catalyst class is: 180. (6) Product: [C:1]([O:5][C:6]([N:8]([CH2:9][CH:10]1[CH2:11][CH2:12][N:13]([CH2:16][C:17]([O:19][CH2:20][CH3:21])=[O:18])[CH2:14][CH2:15]1)[CH2:24][CH3:25])=[O:7])([CH3:4])([CH3:3])[CH3:2]. Reactant: [C:1]([O:5][C:6]([NH:8][CH2:9][CH:10]1[CH2:15][CH2:14][N:13]([CH2:16][C:17]([O:19][CH2:20][CH3:21])=[O:18])[CH2:12][CH2:11]1)=[O:7])([CH3:4])([CH3:3])[CH3:2].[H-].[Na+].[CH2:24](I)[CH3:25].C(O)(=O)CC(CC(O)=O)(C(O)=O)O. The catalyst class is: 9.